From a dataset of Full USPTO retrosynthesis dataset with 1.9M reactions from patents (1976-2016). Predict the reactants needed to synthesize the given product. (1) Given the product [Cl:25][C:23]1[CH:24]=[C:19]([C:18]#[C:17]/[CH:16]=[CH:15]/[CH2:14][OH:13])[CH:20]=[C:21]([Cl:26])[CH:22]=1, predict the reactants needed to synthesize it. The reactants are: [H-].C([Al+]CC(C)C)C(C)C.C([O:13][C:14](=O)/[CH:15]=[CH:16]/[C:17]#[C:18][C:19]1[CH:24]=[C:23]([Cl:25])[CH:22]=[C:21]([Cl:26])[CH:20]=1)C. (2) The reactants are: [N+:1]([C:4]1[CH:5]=[C:6]([O:13][C:14]2[CH:19]=[CH:18][C:17]([CH2:20][OH:21])=[CH:16][CH:15]=2)[CH:7]=[CH:8][C:9]=1[N+:10]([O-])=O)([O-])=O.[H][H]. Given the product [NH2:1][C:4]1[CH:5]=[C:6]([O:13][C:14]2[CH:19]=[CH:18][C:17]([CH2:20][OH:21])=[CH:16][CH:15]=2)[CH:7]=[CH:8][C:9]=1[NH2:10], predict the reactants needed to synthesize it. (3) Given the product [C:1]([NH:8][C:9]1[CH:10]=[C:11]([CH:17]=[C:18]([I:20])[CH:19]=1)[C:12]([O:14][CH2:15][CH3:16])=[O:13])(=[O:3])[CH3:2], predict the reactants needed to synthesize it. The reactants are: [C:1](OC(=O)C)(=[O:3])[CH3:2].[NH2:8][C:9]1[CH:10]=[C:11]([CH:17]=[C:18]([I:20])[CH:19]=1)[C:12]([O:14][CH2:15][CH3:16])=[O:13].C(N(CC)CC)C. (4) Given the product [CH3:4][C:2]([Si:5]([C:13]1[CH:14]=[CH:15][CH:16]=[CH:17][CH:18]=1)([C:19]1[CH:20]=[CH:21][CH:22]=[CH:23][CH:24]=1)[O:6][CH2:7][C:8]1[N:9]=[C:10]([C:31]2[CH:36]=[CH:35][C:34]([F:37])=[CH:33][CH:32]=2)[O:11][CH:12]=1)([CH3:1])[CH3:3], predict the reactants needed to synthesize it. The reactants are: [CH3:1][C:2]([Si:5]([C:19]1[CH:24]=[CH:23][CH:22]=[CH:21][CH:20]=1)([C:13]1[CH:18]=[CH:17][CH:16]=[CH:15][CH:14]=1)[O:6][CH2:7][C:8]1[N:9]=[CH:10][O:11][CH:12]=1)([CH3:4])[CH3:3].[Li]CCCC.Br[C:31]1[CH:36]=[CH:35][C:34]([F:37])=[CH:33][CH:32]=1. (5) Given the product [CH3:12][O:13][C:14](=[O:15])[C:16]1[CH:21]=[CH:20][C:19]([CH2:22][O:11][C:7]2[CH:8]=[CH:9][CH:10]=[C:5](/[CH:4]=[CH:3]/[CH2:2][OH:1])[CH:6]=2)=[CH:18][CH:17]=1, predict the reactants needed to synthesize it. The reactants are: [OH:1][CH2:2]/[CH:3]=[CH:4]/[C:5]1[CH:6]=[C:7]([OH:11])[CH:8]=[CH:9][CH:10]=1.[CH3:12][O:13][C:14]([C:16]1[CH:21]=[CH:20][C:19]([CH2:22]Br)=[CH:18][CH:17]=1)=[O:15].C(=O)([O-])[O-].[K+].[K+].Cl. (6) Given the product [O:43]1[C:44]2([CH2:5][CH2:6][CH:7]([S:8]([C:3]3[C:2]([C:24]4[CH:25]=[CH:26][C:27]([CH:28]=[O:29])=[C:22]([F:21])[CH:23]=4)=[CH:7][CH:6]=[CH:5][N:4]=3)(=[O:9])=[O:10])[CH2:2][CH2:3]2)[O:40][CH2:41][CH2:42]1, predict the reactants needed to synthesize it. The reactants are: I[C:2]1[C:3]([S:8](N2CCC3(OCCO3)CC2)(=[O:10])=[O:9])=[N:4][CH:5]=[CH:6][CH:7]=1.[F:21][C:22]1[CH:23]=[C:24](B(O)O)[CH:25]=[CH:26][C:27]=1[CH:28]=[O:29].C(=O)([O-])[O-].[Na+].[Na+].C[O:40][CH2:41][CH2:42][O:43][CH3:44]. (7) The reactants are: [H-].[Na+].[C:3](#[N:7])[CH2:4][C:5]#[N:6].[C:8]1([CH2:14][C:15](Cl)=[O:16])[CH:13]=[CH:12][CH:11]=[CH:10][CH:9]=1.O. Given the product [OH:16][C:15](=[C:4]([C:3]#[N:7])[C:5]#[N:6])[CH2:14][C:8]1[CH:13]=[CH:12][CH:11]=[CH:10][CH:9]=1, predict the reactants needed to synthesize it.